This data is from Reaction yield outcomes from USPTO patents with 853,638 reactions. The task is: Predict the reaction yield, written as a fraction of the theoretical maximum amount of product (1.0 means a 100% yield; for example, 0.34 means a 34% yield). (1) The reactants are [Cl:1][C:2]1[CH:10]=[C:6]([C:7]([OH:9])=O)[C:5]([OH:11])=[CH:4][CH:3]=1.[NH2:12][C:13]1[CH:18]=[CH:17][C:16]([N:19]2[C:23]([C:24]3[CH:29]=[CH:28][CH:27]=[CH:26][CH:25]=3)=[CH:22][C:21]([C:30]([F:33])([F:32])[F:31])=[N:20]2)=[CH:15][CH:14]=1. No catalyst specified. The product is [Cl:1][C:2]1[CH:3]=[CH:4][C:5]([OH:11])=[C:6]([CH:10]=1)[C:7]([NH:12][C:13]1[CH:18]=[CH:17][C:16]([N:19]2[C:23]([C:24]3[CH:29]=[CH:28][CH:27]=[CH:26][CH:25]=3)=[CH:22][C:21]([C:30]([F:33])([F:32])[F:31])=[N:20]2)=[CH:15][CH:14]=1)=[O:9]. The yield is 0.732. (2) The reactants are [Br:1]Br.[NH:3]1[C:8](=[O:9])[CH2:7][CH2:6][CH2:5][C:4]1=[O:10].Br. The catalyst is C(Cl)(Cl)Cl. The product is [Br:1][CH:5]1[CH2:6][CH2:7][C:8](=[O:9])[NH:3][C:4]1=[O:10]. The yield is 0.990. (3) The reactants are [Cl-].O[NH3+:3].[C:4](=[O:7])([O-])[OH:5].[Na+].CS(C)=O.[CH3:13][C:14]1[N:47]=[C:17]2[N:18]([CH:41]3[CH2:46][CH2:45][O:44][CH2:43][CH2:42]3)[C:19](=[O:40])[C:20]([CH2:25][C:26]3[CH:31]=[CH:30][C:29]([C:32]4[C:33]([C:38]#[N:39])=[CH:34][CH:35]=[CH:36][CH:37]=4)=[CH:28][CH:27]=3)=[C:21]([CH2:22][CH2:23][CH3:24])[N:16]2[N:15]=1. The catalyst is C(OCC)(=O)C. The product is [CH3:13][C:14]1[N:47]=[C:17]2[N:18]([CH:41]3[CH2:42][CH2:43][O:44][CH2:45][CH2:46]3)[C:19](=[O:40])[C:20]([CH2:25][C:26]3[CH:27]=[CH:28][C:29]([C:32]4[CH:37]=[CH:36][CH:35]=[CH:34][C:33]=4[C:38]4[NH:3][C:4](=[O:7])[O:5][N:39]=4)=[CH:30][CH:31]=3)=[C:21]([CH2:22][CH2:23][CH3:24])[N:16]2[N:15]=1. The yield is 0.550. (4) The reactants are [O:1]=[C:2]1[C:6]2([CH2:11][CH2:10][N:9]([CH2:12][CH2:13][CH2:14][N:15]3[C:23]4[C:18](=[CH:19][CH:20]=[CH:21][CH:22]=4)[CH2:17][C:16]3=[O:24])[CH2:8][CH2:7]2)[N:5]([C:25]2[CH:30]=[CH:29][CH:28]=[CH:27][CH:26]=2)[CH2:4][N:3]1[C@H:31]([C:39]1[CH:44]=[CH:43][CH:42]=[CH:41][CH:40]=1)[C:32]([O:34]C(C)(C)C)=[O:33]. The catalyst is Cl.O1CCOCC1. The product is [O:1]=[C:2]1[C:6]2([CH2:7][CH2:8][N:9]([CH2:12][CH2:13][CH2:14][N:15]3[C:23]4[C:18](=[CH:19][CH:20]=[CH:21][CH:22]=4)[CH2:17][C:16]3=[O:24])[CH2:10][CH2:11]2)[N:5]([C:25]2[CH:26]=[CH:27][CH:28]=[CH:29][CH:30]=2)[CH2:4][N:3]1[C@H:31]([C:39]1[CH:44]=[CH:43][CH:42]=[CH:41][CH:40]=1)[C:32]([OH:34])=[O:33]. The yield is 0.280.